Dataset: Catalyst prediction with 721,799 reactions and 888 catalyst types from USPTO. Task: Predict which catalyst facilitates the given reaction. Reactant: [CH2:1]([O:3][C:4](=[O:20])[CH:5]=[CH:6][C:7]1[CH:8]=[N:9][C:10]([C:13]2[CH:18]=[CH:17][CH:16]=[CH:15][C:14]=2[F:19])=[CH:11][CH:12]=1)[CH3:2].[Bi](Cl)(Cl)Cl.[BH4-].[Na+].Cl. Product: [CH2:1]([O:3][C:4](=[O:20])[CH2:5][CH2:6][C:7]1[CH:8]=[N:9][C:10]([C:13]2[CH:18]=[CH:17][CH:16]=[CH:15][C:14]=2[F:19])=[CH:11][CH:12]=1)[CH3:2]. The catalyst class is: 412.